This data is from Aqueous solubility values for 9,982 compounds from the AqSolDB database. The task is: Regression/Classification. Given a drug SMILES string, predict its absorption, distribution, metabolism, or excretion properties. Task type varies by dataset: regression for continuous measurements (e.g., permeability, clearance, half-life) or binary classification for categorical outcomes (e.g., BBB penetration, CYP inhibition). For this dataset (solubility_aqsoldb), we predict Y. (1) The compound is CCCCCCCCCCCCCCCCCCP(=O)(OC)OC. The Y is -5.53 log mol/L. (2) The compound is CCCCCCCCCCCCCCC. The Y is -9.45 log mol/L. (3) The drug is CN1CCN(CCCN2c3ccccc3Sc3ccc(C(F)(F)F)cc32)CC1. The Y is -4.52 log mol/L.